From a dataset of Retrosynthesis with 50K atom-mapped reactions and 10 reaction types from USPTO. Predict the reactants needed to synthesize the given product. (1) Given the product CC(=O)Nc1nc(CCc2ccc(NCCN)cc2)cs1, predict the reactants needed to synthesize it. The reactants are: CC(=O)Nc1nc(CCc2ccc(NCCNC(=O)OC(C)(C)C)cc2)cs1. (2) Given the product Cc1cc(Cl)nnc1NN, predict the reactants needed to synthesize it. The reactants are: Cc1cc(Cl)nnc1Cl.NN.